The task is: Predict which catalyst facilitates the given reaction.. This data is from Catalyst prediction with 721,799 reactions and 888 catalyst types from USPTO. (1) Reactant: C(OC([N:8]1[C:16]2[C:11](=[CH:12][CH:13]=[CH:14][CH:15]=2)[CH:10]=[C:9]1[C:17]1[CH:18]=[C:19]2[C:24](=[C:25]([C:27]3[C:36]4[C:31](=[CH:32][CH:33]=[CH:34][CH:35]=4)[CH:30]=[CH:29][CH:28]=3)[CH:26]=1)[N:23]=[C:22]([P:37]([O:42]CC)([O:39]CC)=[O:38])[CH:21]=[CH:20]2)=O)(C)(C)C.Br[Si](C)(C)C. The catalyst class is: 2. Product: [NH:8]1[C:16]2[C:11](=[CH:12][CH:13]=[CH:14][CH:15]=2)[CH:10]=[C:9]1[C:17]1[CH:18]=[C:19]2[C:24](=[C:25]([C:27]3[C:36]4[C:31](=[CH:32][CH:33]=[CH:34][CH:35]=4)[CH:30]=[CH:29][CH:28]=3)[CH:26]=1)[N:23]=[C:22]([P:37](=[O:38])([OH:42])[OH:39])[CH:21]=[CH:20]2. (2) Reactant: [CH:1]1([NH:7][C:8]2[C:13]([CH2:14][OH:15])=[CH:12][N:11]=[C:10]3[N:16]([CH2:19][O:20][CH2:21][CH2:22][Si:23]([CH3:26])([CH3:25])[CH3:24])[CH:17]=[CH:18][C:9]=23)[CH2:6][CH2:5][CH2:4][CH2:3][CH2:2]1.C=O.[C:29](O)(=O)C.C(=O)([O-])O.[Na+]. Product: [CH:1]1([N:7]2[C:8]3[C:9]4[CH:18]=[CH:17][N:16]([CH2:19][O:20][CH2:21][CH2:22][Si:23]([CH3:26])([CH3:25])[CH3:24])[C:10]=4[N:11]=[CH:12][C:13]=3[CH2:14][O:15][CH2:29]2)[CH2:2][CH2:3][CH2:4][CH2:5][CH2:6]1. The catalyst class is: 8. (3) Reactant: [NH:1]1[C:9]2[C:4](=[CH:5][CH:6]=[CH:7][C:8]=2[C:10]([OH:12])=O)[CH:3]=[CH:2]1.CN(C(ON1N=NC2C=CC=CC1=2)=[N+](C)C)C.[B-](F)(F)(F)F.C(N(CC)C(C)C)(C)C.[C:44]([C:48]1[CH:62]=[CH:61][C:51]([CH2:52][NH:53][CH2:54][CH2:55][CH2:56][C:57]([F:60])([F:59])[F:58])=[CH:50][CH:49]=1)([CH3:47])([CH3:46])[CH3:45]. Product: [C:44]([C:48]1[CH:62]=[CH:61][C:51]([CH2:52][N:53]([CH2:54][CH2:55][CH2:56][C:57]([F:60])([F:59])[F:58])[C:10]([C:8]2[CH:7]=[CH:6][CH:5]=[C:4]3[C:9]=2[NH:1][CH:2]=[CH:3]3)=[O:12])=[CH:50][CH:49]=1)([CH3:47])([CH3:45])[CH3:46]. The catalyst class is: 18. (4) Reactant: [F:1][C:2]([F:7])([F:6])[C@@H:3]([OH:5])[CH3:4].[Cl:8][C:9]1[CH:10]=[C:11]([C:16]2[CH:21]=[CH:20][C:19]([Cl:22])=[CH:18][CH:17]=2)[C:12](F)=[N:13][CH:14]=1. Product: [Cl:8][C:9]1[CH:10]=[C:11]([C:16]2[CH:17]=[CH:18][C:19]([Cl:22])=[CH:20][CH:21]=2)[C:12]([O:5][C@@H:3]([CH3:4])[C:2]([F:7])([F:6])[F:1])=[N:13][CH:14]=1. The catalyst class is: 3. (5) Reactant: [Cl:1][C:2]1[C:3](=[O:15])[NH:4][C:5](=[O:14])[C:6]=1[C:7]1[CH:12]=[CH:11][C:10]([Cl:13])=[CH:9][CH:8]=1.[NH2:16][C:17]1[CH:18]=[N:19][CH:20]=[CH:21][CH:22]=1. Product: [Cl-:1].[NH2:16][C:17]1[CH:18]=[N+:19]([C:2]2[C:3](=[O:15])[NH:4][C:5](=[O:14])[C:6]=2[C:7]2[CH:12]=[CH:11][C:10]([Cl:13])=[CH:9][CH:8]=2)[CH:20]=[CH:21][CH:22]=1. The catalyst class is: 1. (6) Reactant: Br[C:2]1[CH:3]=[C:4]2[C:9](=[CH:10][CH:11]=1)[C:8](=[O:12])[NH:7][N:6]=[C:5]2[Cl:13].[Cl:14][C:15]1[CH:16]=[C:17]([CH:20]=[CH:21][CH:22]=1)[CH2:18][NH2:19].C1C=CC(P(C2C(C3C(P(C4C=CC=CC=4)C4C=CC=CC=4)=CC=C4C=3C=CC=C4)=C3C(C=CC=C3)=CC=2)C2C=CC=CC=2)=CC=1.CC([O-])(C)C.[Na+]. Product: [Cl:13][C:5]1[C:4]2[C:9](=[CH:10][CH:11]=[C:2]([NH:19][CH2:18][C:17]3[CH:20]=[CH:21][CH:22]=[C:15]([Cl:14])[CH:16]=3)[CH:3]=2)[C:8](=[O:12])[NH:7][N:6]=1. The catalyst class is: 686. (7) Reactant: F[C:2]1[CH:9]=[CH:8][CH:7]=[CH:6][C:3]=1[CH:4]=[O:5].C(=O)([O-])[O-].[K+].[K+].[NH:16]1[CH2:21][CH2:20][CH2:19][CH:18]([CH2:22][OH:23])[CH2:17]1.O. Product: [OH:23][CH2:22][CH:18]1[CH2:19][CH2:20][CH2:21][N:16]([C:2]2[CH:9]=[CH:8][CH:7]=[CH:6][C:3]=2[CH:4]=[O:5])[CH2:17]1. The catalyst class is: 711. (8) Reactant: [CH2:1]([O:8][C@@H:9]1[C@@H:14]([O:15][CH2:16][C:17]2[CH:22]=[CH:21][CH:20]=[CH:19][CH:18]=2)[C@H:13]([O:23][CH2:24][C:25]2[CH:30]=[CH:29][CH:28]=[CH:27][CH:26]=2)[C@@H:12]([CH2:31][O:32][CH2:33][C:34]2[CH:39]=[CH:38][CH:37]=[CH:36][CH:35]=2)[O:11][C@:10]21[C:47]1[C:42](=[CH:43][C:44]([Cl:57])=[C:45]([CH2:48][C:49]3[CH:54]=[CH:53][C:52]([CH2:55][CH3:56])=[CH:51][CH:50]=3)[CH:46]=1)[CH:41]([OH:58])[CH2:40]2)[C:2]1[CH:7]=[CH:6][CH:5]=[CH:4][CH:3]=1.[H-].[Na+].[CH3:61]I. The catalyst class is: 1. Product: [CH2:1]([O:8][C@@H:9]1[C@@H:14]([O:15][CH2:16][C:17]2[CH:18]=[CH:19][CH:20]=[CH:21][CH:22]=2)[C@H:13]([O:23][CH2:24][C:25]2[CH:30]=[CH:29][CH:28]=[CH:27][CH:26]=2)[C@@H:12]([CH2:31][O:32][CH2:33][C:34]2[CH:39]=[CH:38][CH:37]=[CH:36][CH:35]=2)[O:11][C@:10]21[C:47]1[C:42](=[CH:43][C:44]([Cl:57])=[C:45]([CH2:48][C:49]3[CH:54]=[CH:53][C:52]([CH2:55][CH3:56])=[CH:51][CH:50]=3)[CH:46]=1)[CH:41]([O:58][CH3:61])[CH2:40]2)[C:2]1[CH:3]=[CH:4][CH:5]=[CH:6][CH:7]=1. (9) Reactant: [Cl:1][C:2]1[CH:3]=[C:4]([N:8]2[CH2:21][CH2:20][C:10]3([CH2:19][CH2:18][CH2:17][C:12]4(OCC[O:13]4)[CH2:11]3)[C:9]2=[O:22])[CH:5]=[CH:6][CH:7]=1.C1COCC1.Cl. Product: [Cl:1][C:2]1[CH:3]=[C:4]([N:8]2[CH2:21][CH2:20][C:10]3([CH2:19][CH2:18][CH2:17][C:12](=[O:13])[CH2:11]3)[C:9]2=[O:22])[CH:5]=[CH:6][CH:7]=1. The catalyst class is: 13.